This data is from Peptide-MHC class II binding affinity with 134,281 pairs from IEDB. The task is: Regression. Given a peptide amino acid sequence and an MHC pseudo amino acid sequence, predict their binding affinity value. This is MHC class II binding data. (1) The peptide sequence is WKSDMSKLLNLKSDL. The MHC is DRB1_1101 with pseudo-sequence DRB1_1101. The binding affinity (normalized) is 0.783. (2) The peptide sequence is FHKRDMRLLSLAVSS. The MHC is HLA-DQA10501-DQB10302 with pseudo-sequence HLA-DQA10501-DQB10302. The binding affinity (normalized) is 0.437. (3) The peptide sequence is LRIAAKIYSEADEAW. The MHC is HLA-DPA10201-DPB11401 with pseudo-sequence HLA-DPA10201-DPB11401. The binding affinity (normalized) is 0.300. (4) The MHC is HLA-DQA10401-DQB10402 with pseudo-sequence HLA-DQA10401-DQB10402. The peptide sequence is AAPTAGTTVYGAFAA. The binding affinity (normalized) is 0.399. (5) The peptide sequence is SAIRAAPEAARSLAS. The MHC is HLA-DQA10401-DQB10402 with pseudo-sequence HLA-DQA10401-DQB10402. The binding affinity (normalized) is 0.288. (6) The peptide sequence is IVYIKPAKNIYSFNE. The MHC is HLA-DQA10102-DQB10602 with pseudo-sequence HLA-DQA10102-DQB10602. The binding affinity (normalized) is 0.727. (7) The peptide sequence is ASVYYSQLMCQPILL. The MHC is DRB1_0101 with pseudo-sequence DRB1_0101. The binding affinity (normalized) is 0.675.